From a dataset of Peptide-MHC class II binding affinity with 134,281 pairs from IEDB. Regression. Given a peptide amino acid sequence and an MHC pseudo amino acid sequence, predict their binding affinity value. This is MHC class II binding data. (1) The peptide sequence is YDKFLANVSTVLKGK. The MHC is DRB1_0401 with pseudo-sequence DRB1_0401. The binding affinity (normalized) is 0.594. (2) The peptide sequence is NGKRLEPNWASVKKD. The MHC is DRB1_0401 with pseudo-sequence DRB1_0401. The binding affinity (normalized) is 0.221.